This data is from Peptide-MHC class I binding affinity with 185,985 pairs from IEDB/IMGT. The task is: Regression. Given a peptide amino acid sequence and an MHC pseudo amino acid sequence, predict their binding affinity value. This is MHC class I binding data. (1) The peptide sequence is AGLQFPVGR. The MHC is Mamu-B03 with pseudo-sequence Mamu-B03. The binding affinity (normalized) is 0.203. (2) The binding affinity (normalized) is 0.0847. The MHC is HLA-B08:02 with pseudo-sequence HLA-B08:02. The peptide sequence is YLHDPLTPY.